From a dataset of Full USPTO retrosynthesis dataset with 1.9M reactions from patents (1976-2016). Predict the reactants needed to synthesize the given product. Given the product [CH2:66]([O:68][C:69](=[O:83])[CH2:70][O:71][C:72]1[CH:77]=[CH:76][C:75]([S:78][CH2:52][CH:51]=[C:50]([C:54]2[CH:59]=[CH:58][C:57]([C:60]3[CH:61]=[N:62][CH:63]=[CH:64][CH:65]=3)=[CH:56][CH:55]=2)[C:47]2[CH:46]=[CH:45][C:44]([C:40]3[CH:39]=[N:38][CH:43]=[CH:42][CH:41]=3)=[CH:49][CH:48]=2)=[CH:74][C:73]=1[C:79]([F:80])([F:81])[F:82])[CH3:67], predict the reactants needed to synthesize it. The reactants are: C1(P(C2C=CC=CC=2)C2C=CC=CC=2)C=CC=CC=1.C1CCN(C(N=NC(N2CCCCC2)=O)=O)CC1.[N:38]1[CH:43]=[CH:42][CH:41]=[C:40]([C:44]2[CH:49]=[CH:48][C:47]([C:50]([C:54]3[CH:59]=[CH:58][C:57]([C:60]4[CH:61]=[N:62][CH:63]=[CH:64][CH:65]=4)=[CH:56][CH:55]=3)=[CH:51][CH2:52]O)=[CH:46][CH:45]=2)[CH:39]=1.[CH2:66]([O:68][C:69](=[O:83])[CH2:70][O:71][C:72]1[CH:77]=[CH:76][C:75]([SH:78])=[CH:74][C:73]=1[C:79]([F:82])([F:81])[F:80])[CH3:67].